Dataset: Forward reaction prediction with 1.9M reactions from USPTO patents (1976-2016). Task: Predict the product of the given reaction. Given the reactants [I:1][C:2]1[C:10]2[C:5](=[CH:6][CH:7]=[CH:8][CH:9]=2)[NH:4][N:3]=1.[CH3:11][C:12]([O:15][C:16](O[C:16]([O:15][C:12]([CH3:14])([CH3:13])[CH3:11])=[O:17])=[O:17])([CH3:14])[CH3:13].[OH-].[Na+].O, predict the reaction product. The product is: [I:1][C:2]1[C:10]2[C:5](=[CH:6][CH:7]=[CH:8][CH:9]=2)[N:4]([C:16]([O:15][C:12]([CH3:14])([CH3:13])[CH3:11])=[O:17])[N:3]=1.